This data is from Reaction yield outcomes from USPTO patents with 853,638 reactions. The task is: Predict the reaction yield, written as a fraction of the theoretical maximum amount of product (1.0 means a 100% yield; for example, 0.34 means a 34% yield). (1) The reactants are C1(C(=[N:14][CH:15]([CH2:18][C:19]2[CH:24]=[CH:23][C:22]([F:25])=[CH:21][CH:20]=2)[C:16]#[N:17])C2C=CC=CC=2)C=CC=CC=1.[ClH:26].O. The catalyst is C1COCC1. The product is [ClH:26].[NH2:14][CH:15]([CH2:18][C:19]1[CH:20]=[CH:21][C:22]([F:25])=[CH:23][CH:24]=1)[C:16]#[N:17]. The yield is 0.930. (2) The reactants are [F:1][C:2]1([F:30])[CH2:7][CH2:6][N:5]([C:8]([C:10]2[NH:11][C:12]3[C:17]([CH:18]=2)=[CH:16][C:15]([C:19]([N:21]2[CH2:26][CH2:25][N:24]([CH:27]([CH3:29])[CH3:28])[CH2:23][CH2:22]2)=[O:20])=[CH:14][CH:13]=3)=[O:9])[CH2:4][CH2:3]1.[Cl:31][C:32]1[CH:37]=[CH:36][C:35](B(O)O)=[CH:34][CH:33]=1.N1C=CC=CC=1. The catalyst is ClCCl.C([O-])(=O)C.[Cu+2].C([O-])(=O)C. The product is [Cl:31][C:32]1[CH:37]=[CH:36][C:35]([N:11]2[C:12]3[C:17](=[CH:16][C:15]([C:19]([N:21]4[CH2:22][CH2:23][N:24]([CH:27]([CH3:28])[CH3:29])[CH2:25][CH2:26]4)=[O:20])=[CH:14][CH:13]=3)[CH:18]=[C:10]2[C:8]([N:5]2[CH2:6][CH2:7][C:2]([F:1])([F:30])[CH2:3][CH2:4]2)=[O:9])=[CH:34][CH:33]=1. The yield is 0.690.